From a dataset of Full USPTO retrosynthesis dataset with 1.9M reactions from patents (1976-2016). Predict the reactants needed to synthesize the given product. (1) Given the product [C:8]([C:6]1[CH:7]=[C:2]([Cl:1])[C:3]([C:15]#[N:16])=[C:4]([I:13])[C:5]=1[O:11][CH3:12])(=[O:10])[CH3:9], predict the reactants needed to synthesize it. The reactants are: [Cl:1][C:2]1[C:3](F)=[C:4]([I:13])[C:5]([O:11][CH3:12])=[C:6]([C:8](=[O:10])[CH3:9])[CH:7]=1.[C-:15]#[N:16].[K+].C(=O)(O)[O-].[Na+].O. (2) Given the product [C:9]([C@@H:8]1[NH:7][C:5](=[O:6])[O:4][CH2:3][C:2]([CH3:1])([CH3:43])[CH2:39][CH2:40][CH:41]=[CH:36][C:33]2[CH:32]=[CH:31][CH:30]=[C:29]3[N:28]([CH3:38])[C:27](=[CH:35][C:34]=23)[C:25](=[O:26])[NH:24][C@H:22]2[CH2:23][N:15]([C@H:16]([C:17]([NH:45][C@:46]3([C:51]([NH:53][S:54]([CH:57]4[CH2:59][CH2:58]4)(=[O:56])=[O:55])=[O:52])[CH2:48][C@H:47]3[CH2:49][CH3:50])=[O:19])[CH2:21]2)[C:13]1=[O:14])([CH3:12])([CH3:10])[CH3:11], predict the reactants needed to synthesize it. The reactants are: [CH3:1][C:2]([CH3:43])([CH2:39][CH2:40][CH:41]=C)[CH2:3][O:4][C:5]([NH:7][C@H:8]([C:13]([N:15]1[CH2:23][C@H:22]([NH:24][C:25]([C:27]2[N:28]([CH3:38])[C:29]3[C:34]([CH:35]=2)=[C:33]([CH:36]=C)[CH:32]=[CH:31][CH:30]=3)=[O:26])[CH2:21][C@H:16]1[C:17]([O:19]C)=O)=[O:14])[C:9]([CH3:12])([CH3:11])[CH3:10])=[O:6].Cl.[NH2:45][C@:46]1([C:51]([NH:53][S:54]([CH:57]2[CH2:59][CH2:58]2)(=[O:56])=[O:55])=[O:52])[CH2:48][C@H:47]1[CH2:49][CH3:50]. (3) Given the product [Br:1][C:2]1[CH:3]=[C:4]2[C:8](=[CH:9][CH:10]=1)[N:7]([Si:11]([C:14]([CH3:17])([CH3:16])[CH3:15])([CH3:13])[CH3:12])[CH:6]=[C:5]2[CH:24]1[CH2:25][C:26](=[O:27])[N:22]([CH3:21])[C:23]1=[O:28], predict the reactants needed to synthesize it. The reactants are: [Br:1][C:2]1[CH:3]=[C:4]2[C:8](=[CH:9][CH:10]=1)[N:7]([Si:11]([C:14]([CH3:17])([CH3:16])[CH3:15])([CH3:13])[CH3:12])[CH:6]=[C:5]2B(O)O.[CH3:21][N:22]1[C:26](=[O:27])[CH:25]=[CH:24][C:23]1=[O:28].O1CCOCC1. (4) Given the product [CH:1]1([CH2:6][CH:7]([N:11]2[C:16](=[O:17])[CH:15]=[C:14]([O:18][C:19]3[CH:24]=[CH:23][CH:22]=[CH:21][C:20]=3[O:25][C:26]([F:28])([F:27])[F:29])[CH:13]=[N:12]2)[C:8]([NH:42][C:39]2[CH:40]=[CH:41][N:37]([CH2:36][C@@H:34]3[CH2:33][O:32][C:31]([CH3:43])([CH3:30])[O:35]3)[N:38]=2)=[O:10])[CH2:2][CH2:3][CH2:4][CH2:5]1, predict the reactants needed to synthesize it. The reactants are: [CH:1]1([CH2:6][CH:7]([N:11]2[C:16](=[O:17])[CH:15]=[C:14]([O:18][C:19]3[CH:24]=[CH:23][CH:22]=[CH:21][C:20]=3[O:25][C:26]([F:29])([F:28])[F:27])[CH:13]=[N:12]2)[C:8]([OH:10])=O)[CH2:5][CH2:4][CH2:3][CH2:2]1.[CH3:30][C:31]1([CH3:43])[O:35][C@H:34]([CH2:36][N:37]2[CH:41]=[CH:40][C:39]([NH2:42])=[N:38]2)[CH2:33][O:32]1. (5) Given the product [CH2:15]([C:12]1[C:13](=[O:14])[N:8]([C:4]2[CH:5]=[CH:6][CH:7]=[C:2]([NH:1][C:34]([O:36][CH:37]([CH3:39])[CH3:38])=[O:35])[CH:3]=2)[C:9]2[N:25]=[CH:24][CH:23]=[CH:22][C:10]=2[N:11]=1)[C:16]1[CH:21]=[CH:20][CH:19]=[CH:18][CH:17]=1, predict the reactants needed to synthesize it. The reactants are: [NH2:1][C:2]1[CH:3]=[C:4]([N:8]2[C:13](=[O:14])[C:12]([CH2:15][C:16]3[CH:21]=[CH:20][CH:19]=[CH:18][CH:17]=3)=[N:11][C:10]3[CH:22]=[CH:23][CH:24]=[N:25][C:9]2=3)[CH:5]=[CH:6][CH:7]=1.C(N(CC)CC)C.Cl[C:34]([O:36][CH:37]([CH3:39])[CH3:38])=[O:35].C(=O)(O)[O-].[Na+]. (6) The reactants are: Br[C:2]1[C:3]([CH3:10])=[N:4][C:5]([Cl:9])=[CH:6][C:7]=1[CH3:8].[Li]C(C)(C)C.CN([CH:19]=[O:20])C. Given the product [Cl:9][C:5]1[N:4]=[C:3]([CH3:10])[C:2]([CH:19]=[O:20])=[C:7]([CH3:8])[CH:6]=1, predict the reactants needed to synthesize it. (7) Given the product [CH:1]([O:4][C:5]1[C:6]([N:14]([CH:16]([CH3:18])[CH3:17])[CH3:15])=[CH:7][C:8]([NH2:11])=[CH:9][CH:10]=1)([CH3:3])[CH3:2], predict the reactants needed to synthesize it. The reactants are: [CH:1]([O:4][C:5]1[CH:10]=[CH:9][C:8]([N+:11]([O-])=O)=[CH:7][C:6]=1[N:14]([CH:16]([CH3:18])[CH3:17])[CH3:15])([CH3:3])[CH3:2].